Regression. Given two drug SMILES strings and cell line genomic features, predict the synergy score measuring deviation from expected non-interaction effect. From a dataset of NCI-60 drug combinations with 297,098 pairs across 59 cell lines. (1) Drug 1: CC1C(C(=O)NC(C(=O)N2CCCC2C(=O)N(CC(=O)N(C(C(=O)O1)C(C)C)C)C)C(C)C)NC(=O)C3=C4C(=C(C=C3)C)OC5=C(C(=O)C(=C(C5=N4)C(=O)NC6C(OC(=O)C(N(C(=O)CN(C(=O)C7CCCN7C(=O)C(NC6=O)C(C)C)C)C)C(C)C)C)N)C. Drug 2: CC1=CC=C(C=C1)C2=CC(=NN2C3=CC=C(C=C3)S(=O)(=O)N)C(F)(F)F. Cell line: T-47D. Synergy scores: CSS=20.3, Synergy_ZIP=12.2, Synergy_Bliss=13.5, Synergy_Loewe=-27.9, Synergy_HSA=2.51. (2) Drug 1: CCC1=CC2CC(C3=C(CN(C2)C1)C4=CC=CC=C4N3)(C5=C(C=C6C(=C5)C78CCN9C7C(C=CC9)(C(C(C8N6C)(C(=O)OC)O)OC(=O)C)CC)OC)C(=O)OC.C(C(C(=O)O)O)(C(=O)O)O. Drug 2: C1CCC(CC1)NC(=O)N(CCCl)N=O. Cell line: HL-60(TB). Synergy scores: CSS=40.1, Synergy_ZIP=-0.857, Synergy_Bliss=-2.55, Synergy_Loewe=-25.0, Synergy_HSA=-1.81.